The task is: Predict which catalyst facilitates the given reaction.. This data is from Catalyst prediction with 721,799 reactions and 888 catalyst types from USPTO. Reactant: [Br:1][CH2:2][C:3]([C:5]1[CH:10]=[CH:9][C:8]([CH3:11])=[CH:7][CH:6]=1)=O.O.Cl.[O:14]([NH2:16])[CH3:15]. Product: [CH3:15][O:14][N:16]=[C:3]([C:5]1[CH:10]=[CH:9][C:8]([CH3:11])=[CH:7][CH:6]=1)[CH2:2][Br:1]. The catalyst class is: 5.